Dataset: Forward reaction prediction with 1.9M reactions from USPTO patents (1976-2016). Task: Predict the product of the given reaction. Given the reactants [CH2:1]([Zn]CC)C.FC(F)(F)C(O)=O.ICI.[C:16]12([CH2:26][O:27][C:28]3[C:40](/[CH:41]=[CH:42]/[CH2:43][O:44][CH3:45])=[CH:39][C:31]([C:32]([O:34]C(C)(C)C)=[O:33])=[C:30]([F:46])[CH:29]=3)[CH2:25][CH:20]3[CH2:21][CH:22]([CH2:24][CH:18]([CH2:19]3)[CH2:17]1)[CH2:23]2.C(=O)(O)[O-].[Na+], predict the reaction product. The product is: [C:16]12([CH2:26][O:27][C:28]3[C:40]([C@@H:41]4[CH2:1][C@H:42]4[CH2:43][O:44][CH3:45])=[CH:39][C:31]([C:32]([OH:34])=[O:33])=[C:30]([F:46])[CH:29]=3)[CH2:23][CH:22]3[CH2:24][CH:18]([CH2:19][CH:20]([CH2:21]3)[CH2:25]1)[CH2:17]2.